Dataset: Reaction yield outcomes from USPTO patents with 853,638 reactions. Task: Predict the reaction yield, written as a fraction of the theoretical maximum amount of product (1.0 means a 100% yield; for example, 0.34 means a 34% yield). The reactants are [Si:1]([O:8][C@@H:9]1[C@H:13]([CH2:14][O:15][Si:16]([C:19]([CH3:22])([CH3:21])[CH3:20])([CH3:18])[CH3:17])[CH2:12][C@@H:11]([O:23][C:24]2[CH:29]=[C:28](Cl)[N:27]=[CH:26][N:25]=2)[CH2:10]1)([C:4]([CH3:7])([CH3:6])[CH3:5])([CH3:3])[CH3:2].[C:31]1(B(O)O)[CH:36]=[CH:35][CH:34]=[CH:33][CH:32]=1. The catalyst is O.C1C=CC([P]([Pd]([P](C2C=CC=CC=2)(C2C=CC=CC=2)C2C=CC=CC=2)([P](C2C=CC=CC=2)(C2C=CC=CC=2)C2C=CC=CC=2)[P](C2C=CC=CC=2)(C2C=CC=CC=2)C2C=CC=CC=2)(C2C=CC=CC=2)C2C=CC=CC=2)=CC=1. The product is [Si:1]([O:8][C@@H:9]1[C@H:13]([CH2:14][O:15][Si:16]([C:19]([CH3:22])([CH3:21])[CH3:20])([CH3:18])[CH3:17])[CH2:12][C@@H:11]([O:23][C:24]2[CH:29]=[C:28]([C:31]3[CH:36]=[CH:35][CH:34]=[CH:33][CH:32]=3)[N:27]=[CH:26][N:25]=2)[CH2:10]1)([C:4]([CH3:7])([CH3:6])[CH3:5])([CH3:3])[CH3:2]. The yield is 0.760.